This data is from Reaction yield outcomes from USPTO patents with 853,638 reactions. The task is: Predict the reaction yield, written as a fraction of the theoretical maximum amount of product (1.0 means a 100% yield; for example, 0.34 means a 34% yield). (1) The reactants are [NH2:1][C:2]1[N:3]([CH2:24][CH:25]2[CH2:30][CH2:29][CH2:28][CH2:27][CH2:26]2)[C:4](=[O:23])[C:5]2([C:15]3[C:10](=[CH:11][CH:12]=[C:13](Br)[CH:14]=3)[O:9][CH:8]([C:17]3[CH:22]=[CH:21][CH:20]=[CH:19][CH:18]=3)[CH2:7]2)[N:6]=1.[C:31]([C:33]1[CH:34]=[C:35](B(O)O)[CH:36]=[CH:37][CH:38]=1)#[N:32]. The catalyst is O1CCOCC1.C([O-])([O-])=O.[Cs+].[Cs+].Cl[Pd](Cl)([P](C1C=CC=CC=1)(C1C=CC=CC=1)C1C=CC=CC=1)[P](C1C=CC=CC=1)(C1C=CC=CC=1)C1C=CC=CC=1. The product is [NH2:1][C:2]1[N:3]([CH2:24][CH:25]2[CH2:30][CH2:29][CH2:28][CH2:27][CH2:26]2)[C:4](=[O:23])[C:5]2([C:15]3[C:10](=[CH:11][CH:12]=[C:13]([C:37]4[CH:38]=[C:33]([CH:34]=[CH:35][CH:36]=4)[C:31]#[N:32])[CH:14]=3)[O:9][CH:8]([C:17]3[CH:22]=[CH:21][CH:20]=[CH:19][CH:18]=3)[CH2:7]2)[N:6]=1. The yield is 0.310. (2) The reactants are Br[C:2]1[C:3]([CH3:8])=[N:4][CH:5]=[N:6][CH:7]=1.[CH3:9][C:10]1([CH3:26])[C:14]([CH3:16])([CH3:15])[O:13][B:12]([B:12]2[O:13][C:14]([CH3:16])([CH3:15])[C:10]([CH3:26])([CH3:9])[O:11]2)[O:11]1.C([O-])(=O)C.[K+]. The catalyst is CS(C)=O. The product is [CH3:8][C:3]1[C:2]([B:12]2[O:13][C:14]([CH3:16])([CH3:15])[C:10]([CH3:26])([CH3:9])[O:11]2)=[CH:7][N:6]=[CH:5][N:4]=1. The yield is 1.00. (3) The reactants are [CH3:1][C:2]1[C:7]([CH3:8])=[CH:6][CH:5]=[CH:4][C:3]=1[CH2:9][CH:10]1C[O:11]1.Cl[CH2:14]Cl. No catalyst specified. The product is [CH3:1][C:2]1[C:7]([CH3:8])=[CH:6][CH:5]=[CH:4][C:3]=1[CH:9]([CH3:14])[CH:10]=[O:11]. The yield is 1.00. (4) The reactants are [CH2:1]([O:3][C:4]([C:6]1[S:7][C:8]2[C:17]3[N:16]=[C:15]([NH:18][C:19]4[CH:24]=[CH:23][CH:22]=[C:21]([S:25](=[O:28])(=[O:27])[NH2:26])[CH:20]=4)[N:14]=[CH:13][C:12]=3[CH2:11][CH2:10][C:9]=2[N:29]=1)=[O:5])[CH3:2].ClC1C(=O)C(C#N)=C(C#N)C(=O)C=1Cl. The catalyst is O1CCOCC1. The product is [CH2:1]([O:3][C:4]([C:6]1[S:7][C:8]2[C:17]3[N:16]=[C:15]([NH:18][C:19]4[CH:24]=[CH:23][CH:22]=[C:21]([S:25](=[O:28])(=[O:27])[NH2:26])[CH:20]=4)[N:14]=[CH:13][C:12]=3[CH:11]=[CH:10][C:9]=2[N:29]=1)=[O:5])[CH3:2]. The yield is 0.860.